Predict the reactants needed to synthesize the given product. From a dataset of Retrosynthesis with 50K atom-mapped reactions and 10 reaction types from USPTO. (1) Given the product COC(=O)Cc1ccc(OCC2CC2)c(N)c1, predict the reactants needed to synthesize it. The reactants are: COC(=O)Cc1ccc(OCC2CC2)c([N+](=O)[O-])c1. (2) Given the product CCCCc1noc(C)c1COc1ccc(Cl)nn1, predict the reactants needed to synthesize it. The reactants are: CCCCc1noc(C)c1CO.Clc1ccc(Cl)nn1. (3) The reactants are: COC(=O)COc1ccc(C(=O)CN2CCN(c3ccncc3)CC2)cc1.N. Given the product NC(=O)COc1ccc(C(=O)CN2CCN(c3ccncc3)CC2)cc1, predict the reactants needed to synthesize it. (4) Given the product Cc1ccccc1-c1ccc2nc(N[C@@H](C)Cc3cccc([C@H](C)N)c3)ncc2c1, predict the reactants needed to synthesize it. The reactants are: Cc1ccccc1-c1ccc2nc(N[C@@H](C)Cc3cccc([C@H](C)NC(=O)OC(C)(C)C)c3)ncc2c1.